From a dataset of Catalyst prediction with 721,799 reactions and 888 catalyst types from USPTO. Predict which catalyst facilitates the given reaction. (1) Reactant: C(N(CC)CC)C.[CH3:8][O:9][C:10](=[O:33])[CH2:11][C@H:12]1[C:16]2[CH:17]=[CH:18][C:19]([O:21][C@H:22]3[C:30]4[C:25](=[C:26]([OH:32])[CH:27]=[CH:28][C:29]=4[F:31])[CH2:24][CH2:23]3)=[CH:20][C:15]=2[O:14][CH2:13]1.[CH2:34]([O:41][C:42]1[CH:47]=[CH:46][C:45](B(O)O)=[CH:44][CH:43]=1)[C:35]1[CH:40]=[CH:39][CH:38]=[CH:37][CH:36]=1. Product: [CH3:8][O:9][C:10](=[O:33])[CH2:11][C@H:12]1[C:16]2[CH:17]=[CH:18][C:19]([O:21][C@H:22]3[C:30]4[C:25](=[C:26]([O:32][C:45]5[CH:46]=[CH:47][C:42]([O:41][CH2:34][C:35]6[CH:40]=[CH:39][CH:38]=[CH:37][CH:36]=6)=[CH:43][CH:44]=5)[CH:27]=[CH:28][C:29]=4[F:31])[CH2:24][CH2:23]3)=[CH:20][C:15]=2[O:14][CH2:13]1. The catalyst class is: 732. (2) Reactant: [C:1]([O:5][C:6]([N:8]1[CH2:12][CH2:11][CH2:10][C@@H:9]1[CH:13]=[CH2:14])=[O:7])([CH3:4])([CH3:3])[CH3:2].[H][H]. Product: [CH2:13]([C@H:9]1[CH2:10][CH2:11][CH2:12][N:8]1[C:6]([O:5][C:1]([CH3:2])([CH3:4])[CH3:3])=[O:7])[CH3:14]. The catalyst class is: 19. (3) Reactant: [CH2:1]([O:8][C:9]1[CH:14]=[CH:13][CH:12]=[CH:11][C:10]=1[C:15]1[NH:20][C:19](=[O:21])[C:18]([C:22]#[N:23])=[C:17]([S:24]([CH3:26])=[O:25])[CH:16]=1)[C:2]1[CH:7]=[CH:6][CH:5]=[CH:4][CH:3]=1.Br[CH2:28][C:29]([NH2:31])=[O:30].C([O-])([O-])=O.[K+].[K+].O. Product: [CH2:1]([O:8][C:9]1[CH:14]=[CH:13][CH:12]=[CH:11][C:10]=1[C:15]1[N:20]=[C:19]([O:21][CH2:28][C:29]([NH2:31])=[O:30])[C:18]([C:22]#[N:23])=[C:17]([S:24]([CH3:26])=[O:25])[CH:16]=1)[C:2]1[CH:7]=[CH:6][CH:5]=[CH:4][CH:3]=1. The catalyst class is: 3. (4) Reactant: [CH3:1][C:2]1[CH:7]=[CH:6][CH:5]=[C:4]([CH3:8])[C:3]=1[NH:9][C:10](=[O:32])[CH2:11][N:12]1[CH2:17][CH2:16][N:15]([CH2:18][CH:19]([OH:31])[CH2:20][O:21][CH:22]2CC3C(=CC=CC=3)C2)[CH2:14][CH2:13]1.[CH3:33][O:34][C:35]1[CH:42]=[C:41]([O:43][CH3:44])[CH:40]=[CH:39][C:36]=1CO. Product: [CH3:33][O:34][C:35]1[CH:42]=[C:41]([O:43][CH3:44])[CH:40]=[CH:39][C:36]=1[CH2:22][O:21][CH2:20][CH:19]([OH:31])[CH2:18][N:15]1[CH2:14][CH2:13][N:12]([CH2:11][C:10]([NH:9][C:3]2[C:2]([CH3:1])=[CH:7][CH:6]=[CH:5][C:4]=2[CH3:8])=[O:32])[CH2:17][CH2:16]1. The catalyst class is: 41. (5) Reactant: [CH2:1]([N:3]([CH2:13][CH3:14])[C:4]1[CH:12]=[CH:11][C:7]([C:8]([NH2:10])=O)=[CH:6][CH:5]=1)[CH3:2].P12(SP3(SP(SP(S3)(S1)=S)(=S)S2)=S)=[S:16]. Product: [CH2:1]([N:3]([CH2:13][CH3:14])[C:4]1[CH:12]=[CH:11][C:7]([C:8](=[S:16])[NH2:10])=[CH:6][CH:5]=1)[CH3:2]. The catalyst class is: 1. (6) Reactant: [CH3:1][N:2]([CH3:26])[C:3]1[C:8]([C:9]#[N:10])=[C:7]([C:11]2[CH:16]=[CH:15][CH:14]=[CH:13][CH:12]=2)[C:6]([C:17]#[N:18])=[C:5]([S:19]C2C=CC=CC=2)[N:4]=1.[S-2].[Na+].[Na+].Cl. Product: [CH3:1][N:2]([CH3:26])[C:3]1[C:8]([C:9]#[N:10])=[C:7]([C:11]2[CH:16]=[CH:15][CH:14]=[CH:13][CH:12]=2)[C:6]([C:17]#[N:18])=[C:5]([SH:19])[N:4]=1. The catalyst class is: 9. (7) Reactant: [CH2:1]([N:4]([CH2:20][CH2:21][CH3:22])[C:5]([C:7]1[CH:8]=[C:9]([CH:14]=[C:15]([N+:17]([O-])=O)[CH:16]=1)[C:10]([O:12][CH3:13])=[O:11])=[O:6])[CH2:2][CH3:3]. Product: [NH2:17][C:15]1[CH:14]=[C:9]([CH:8]=[C:7]([C:5]([N:4]([CH2:1][CH2:2][CH3:3])[CH2:20][CH2:21][CH3:22])=[O:6])[CH:16]=1)[C:10]([O:12][CH3:13])=[O:11]. The catalyst class is: 43.